From a dataset of Reaction yield outcomes from USPTO patents with 853,638 reactions. Predict the reaction yield, written as a fraction of the theoretical maximum amount of product (1.0 means a 100% yield; for example, 0.34 means a 34% yield). The reactants are [N+:1]([C:4]1[CH:9]=[CH:8][C:7]([C:10](=O)[CH2:11][S:12][C:13]#[N:14])=[CH:6][CH:5]=1)([O-:3])=[O:2].[BrH:16].[OH-].[Na+].O. The catalyst is C(O)(=O)C. The product is [Br:16][C:13]1[S:12][CH:11]=[C:10]([C:7]2[CH:8]=[CH:9][C:4]([N+:1]([O-:3])=[O:2])=[CH:5][CH:6]=2)[N:14]=1. The yield is 0.450.